This data is from Reaction yield outcomes from USPTO patents with 853,638 reactions. The task is: Predict the reaction yield, written as a fraction of the theoretical maximum amount of product (1.0 means a 100% yield; for example, 0.34 means a 34% yield). (1) The reactants are Cl.[OH:2][CH2:3][C:4]1[C:5]([O:21][CH:22]2[CH2:27][CH2:26][NH:25][CH2:24][CH2:23]2)=[CH:6][C:7](=[O:20])[N:8]([C:10]2[CH:15]=[CH:14][C:13]([S:16]([CH3:19])(=[O:18])=[O:17])=[CH:12][CH:11]=2)[N:9]=1.CCN(C(C)C)C(C)C.[Cl:37][C:38]1[CH:39]=[N:40][C:41](I)=[N:42][CH:43]=1.CCOC(C)=O. The catalyst is CN1C(=O)CCC1. The product is [Cl:37][C:38]1[CH:39]=[N:40][C:41]([N:25]2[CH2:26][CH2:27][CH:22]([O:21][C:5]3[C:4]([CH2:3][OH:2])=[N:9][N:8]([C:10]4[CH:11]=[CH:12][C:13]([S:16]([CH3:19])(=[O:18])=[O:17])=[CH:14][CH:15]=4)[C:7](=[O:20])[CH:6]=3)[CH2:23][CH2:24]2)=[N:42][CH:43]=1. The yield is 0.620. (2) The reactants are [NH2:1][C:2]1[CH:3]=[C:4]([CH2:9][CH2:10][C:11]([O:13][CH3:14])=[O:12])[CH:5]=[CH:6][C:7]=1[NH2:8].[Cl:15][CH2:16][C:17](OC)(OC)OC. The catalyst is C1(C)C=CC(S(O)(=O)=O)=CC=1.C(Cl)Cl. The product is [Cl:15][CH2:16][C:17]1[NH:1][C:2]2[CH:3]=[C:4]([CH2:9][CH2:10][C:11]([O:13][CH3:14])=[O:12])[CH:5]=[CH:6][C:7]=2[N:8]=1. The yield is 1.09. (3) The reactants are CS(O[CH2:6][C:7]#[C:8][C:9]1[CH:14]=[C:13]([F:15])[CH:12]=[CH:11][C:10]=1[CH2:16][NH:17][C:18]([C:20]1[N:21]=[C:22]2[N:27]([C:28](=[O:38])[C:29]=1[O:30][CH2:31][C:32]1[CH:37]=[CH:36][CH:35]=[CH:34][CH:33]=1)[CH2:26][CH2:25][O:24][C:23]2([CH3:40])[CH3:39])=[O:19])(=O)=O.[CH3:41][NH:42][CH3:43]. The catalyst is C(#N)C.O1CCCC1.C(OCC)(=O)C. The product is [CH3:41][N:42]([CH3:43])[CH2:6][C:7]#[C:8][C:9]1[CH:14]=[C:13]([F:15])[CH:12]=[CH:11][C:10]=1[CH2:16][NH:17][C:18]([C:20]1[N:21]=[C:22]2[N:27]([C:28](=[O:38])[C:29]=1[O:30][CH2:31][C:32]1[CH:37]=[CH:36][CH:35]=[CH:34][CH:33]=1)[CH2:26][CH2:25][O:24][C:23]2([CH3:39])[CH3:40])=[O:19]. The yield is 0.880. (4) The reactants are [P:1]([O:44]CC)([O:41]CC)([O:3][C:4]1[CH:9]=[C:8]([F:10])[CH:7]=[C:6]([C:11]2[C:19]3[C:14](=[N:15][CH:16]=[N:17][C:18]=3[NH2:20])[N:13]([CH2:21][C:22]3[N:23]([C:34]4[CH:39]=[CH:38][CH:37]=[CH:36][C:35]=4[CH3:40])[C:24](=[O:33])[C:25]4[C:30]([CH:31]=3)=[CH:29][CH:28]=[CH:27][C:26]=4[CH3:32])[N:12]=2)[CH:5]=1)=[O:2].C[Si](Br)(C)C. The catalyst is CC#N. The product is [P:1]([OH:41])([OH:44])([O:3][C:4]1[CH:9]=[C:8]([F:10])[CH:7]=[C:6]([C:11]2[C:19]3[C:14](=[N:15][CH:16]=[N:17][C:18]=3[NH2:20])[N:13]([CH2:21][C:22]3[N:23]([C:34]4[CH:39]=[CH:38][CH:37]=[CH:36][C:35]=4[CH3:40])[C:24](=[O:33])[C:25]4[C:30]([CH:31]=3)=[CH:29][CH:28]=[CH:27][C:26]=4[CH3:32])[N:12]=2)[CH:5]=1)=[O:2]. The yield is 0.910.